Dataset: Catalyst prediction with 721,799 reactions and 888 catalyst types from USPTO. Task: Predict which catalyst facilitates the given reaction. (1) Reactant: [CH3:1][O:2][C:3](=[O:17])[CH2:4][O:5][C:6]1[CH:11]=[CH:10][C:9]([O:12][CH2:13][C:14]#[N:15])=[CH:8][C:7]=1[CH3:16].C(N)(=[S:20])C.Cl.C([O-])(O)=O.[Na+]. Product: [CH3:1][O:2][C:3](=[O:17])[CH2:4][O:5][C:6]1[CH:11]=[CH:10][C:9]([O:12][CH2:13][C:14](=[S:20])[NH2:15])=[CH:8][C:7]=1[CH3:16]. The catalyst class is: 9. (2) Product: [Cl:1][C:2]1[CH:7]=[CH:6][CH:5]=[CH:4][C:3]=1[N:8]1[CH2:23][CH2:22][C:10]2([NH:14][CH2:13][CH2:12][CH2:11]2)[C:9]1=[O:24]. The catalyst class is: 89. Reactant: [Cl:1][C:2]1[CH:7]=[CH:6][CH:5]=[CH:4][C:3]=1[N:8]1[CH2:23][CH2:22][C:10]2([N:14](C(OC(C)(C)C)=O)[CH2:13][CH2:12][CH2:11]2)[C:9]1=[O:24].